This data is from Reaction yield outcomes from USPTO patents with 853,638 reactions. The task is: Predict the reaction yield, written as a fraction of the theoretical maximum amount of product (1.0 means a 100% yield; for example, 0.34 means a 34% yield). (1) The reactants are C([O:5][C:6](=[O:46])[C:7]([O:10]/[N:11]=[C:12](/[C:33]1[N:34]=[C:35]([NH:38]C(OC(C)(C)C)=O)[S:36][CH:37]=1)\[C:13]([NH:15][C@@H:16]1[C:19](=[O:20])[N:18]([S:21]([OH:24])(=[O:23])=[O:22])[C@@H:17]1[CH2:25][N:26]1[CH:30]=[C:29]([CH2:31][OH:32])[N:28]=[N:27]1)=[O:14])([CH3:9])[CH3:8])(C)(C)C.C(O)(C(F)(F)F)=O. The catalyst is C(Cl)Cl. The product is [NH2:38][C:35]1[S:36][CH:37]=[C:33](/[C:12](=[N:11]/[O:10][C:7]([CH3:9])([CH3:8])[C:6]([OH:46])=[O:5])/[C:13]([NH:15][C@@H:16]2[C:19](=[O:20])[N:18]([S:21]([OH:24])(=[O:22])=[O:23])[C@@H:17]2[CH2:25][N:26]2[CH:30]=[C:29]([CH2:31][OH:32])[N:28]=[N:27]2)=[O:14])[N:34]=1. The yield is 0.290. (2) The reactants are [F:1][C:2]([F:22])([F:21])[C:3]([C:9]1[CH:14]=[CH:13][C:12]([NH:15][CH2:16][C:17]([F:20])([F:19])[F:18])=[CH:11][CH:10]=1)([OH:8])[C:4]([F:7])([F:6])[F:5].[CH2:23](Br)[C:24]1[CH:29]=[CH:28][CH:27]=[CH:26][CH:25]=1. The catalyst is CC(O)(C)C. The product is [CH2:23]([N:15]([CH2:16][C:17]([F:19])([F:18])[F:20])[C:12]1[CH:11]=[CH:10][C:9]([C:3]([OH:8])([C:4]([F:7])([F:6])[F:5])[C:2]([F:21])([F:22])[F:1])=[CH:14][CH:13]=1)[C:24]1[CH:29]=[CH:28][CH:27]=[CH:26][CH:25]=1. The yield is 0.0800. (3) The reactants are [O:1]1[CH:6]=[C:5]([C:7]2[CH:8]=[C:9]3[C:15]([C:16]4[CH:21]=[CH:20][CH:19]=[C:18]([F:22])[N:17]=4)=[N:14][N:13]([CH:23]4[CH2:28][CH2:27][CH2:26][CH2:25][O:24]4)[C:10]3=[CH:11][N:12]=2)[CH2:4][CH2:3][CH2:2]1.C1CC=CCC=1. The catalyst is [Pd].C(O)C. The product is [F:22][C:18]1[N:17]=[C:16]([C:15]2[C:9]3[C:10](=[CH:11][N:12]=[C:7]([CH:5]4[CH2:4][CH2:3][CH2:2][O:1][CH2:6]4)[CH:8]=3)[N:13]([CH:23]3[CH2:28][CH2:27][CH2:26][CH2:25][O:24]3)[N:14]=2)[CH:21]=[CH:20][CH:19]=1. The yield is 1.00. (4) The reactants are Br[CH2:2][C:3]([C:5]1[CH:10]=[CH:9][CH:8]=[C:7]([Br:11])[CH:6]=1)=[O:4].[N:12]1[C:16]2[CH:17]=[CH:18][CH:19]=[CH:20][C:15]=2[NH:14][CH:13]=1. The catalyst is O1CCOCC1. The product is [N:12]1([CH2:2][C:3]([C:5]2[CH:10]=[CH:9][CH:8]=[C:7]([Br:11])[CH:6]=2)=[O:4])[C:16]2[CH:17]=[CH:18][CH:19]=[CH:20][C:15]=2[N:14]=[CH:13]1. The yield is 0.530.